This data is from Reaction yield outcomes from USPTO patents with 853,638 reactions. The task is: Predict the reaction yield, written as a fraction of the theoretical maximum amount of product (1.0 means a 100% yield; for example, 0.34 means a 34% yield). (1) The reactants are [Br:1][C:2]1[CH:3]=[C:4]([C:11]([C:14]2[CH:15]=[C:16]([OH:20])[CH:17]=[CH:18][CH:19]=2)([CH3:13])[CH3:12])[CH:5]=[C:6]([N+:8]([O-:10])=[O:9])[CH:7]=1.C([O-])([O-])=O.[K+].[K+].I[CH2:28][C:29]([NH2:31])=[O:30].O. The catalyst is CN(C=O)C. The product is [Br:1][C:2]1[CH:3]=[C:4]([C:11]([C:14]2[CH:15]=[C:16]([CH:17]=[CH:18][CH:19]=2)[O:20][CH2:28][C:29]([NH2:31])=[O:30])([CH3:13])[CH3:12])[CH:5]=[C:6]([N+:8]([O-:10])=[O:9])[CH:7]=1. The yield is 0.830. (2) The reactants are [C:1]([C:3](=[CH:7][CH:8]([CH3:10])[CH3:9])[C:4]([OH:6])=O)#[N:2].[NH:11]1[CH2:14][CH2:13][CH:12]1[CH2:15][N:16]1[C:20]2=[N:21][CH:22]=[N:23][C:24]([NH2:25])=[C:19]2[C:18]([C:26]2[CH:31]=[CH:30][C:29]([O:32][C:33]3[CH:38]=[CH:37][CH:36]=[CH:35][CH:34]=3)=[CH:28][C:27]=2[F:39])=[N:17]1.C1CN([P+](ON2N=NC3C=CC=NC2=3)(N2CCCC2)N2CCCC2)CC1.F[P-](F)(F)(F)(F)F. The catalyst is C(Cl)Cl. The product is [NH2:25][C:24]1[N:23]=[CH:22][N:21]=[C:20]2[N:16]([CH2:15][CH:12]3[CH2:13][CH2:14][N:11]3[C:4]([C:3](=[CH:7][CH:8]([CH3:10])[CH3:9])[C:1]#[N:2])=[O:6])[N:17]=[C:18]([C:26]3[CH:31]=[CH:30][C:29]([O:32][C:33]4[CH:34]=[CH:35][CH:36]=[CH:37][CH:38]=4)=[CH:28][C:27]=3[F:39])[C:19]=12. The yield is 0.398. (3) The yield is 0.620. The product is [Cl:1][C:2]1[N:6]2[C:7]([N:29]3[CH2:30][CH2:31][N:26]([CH3:25])[CH2:27][CH2:28]3)=[CH:8][CH:9]=[CH:10][C:5]2=[N:4][C:3]=1[CH2:12][N:13]([CH3:24])[C@@H:14]1[C:23]2[N:22]=[CH:21][CH:20]=[CH:19][C:18]=2[CH2:17][CH2:16][CH2:15]1. The catalyst is CS(C)=O.CCOC(C)=O. The reactants are [Cl:1][C:2]1[N:6]2[C:7](F)=[CH:8][CH:9]=[CH:10][C:5]2=[N:4][C:3]=1[CH2:12][N:13]([CH3:24])[C@@H:14]1[C:23]2[N:22]=[CH:21][CH:20]=[CH:19][C:18]=2[CH2:17][CH2:16][CH2:15]1.[CH3:25][N:26]1[CH2:31][CH2:30][NH:29][CH2:28][CH2:27]1. (4) The reactants are [Cl:1][CH2:2][CH2:3][CH2:4][S:5](Cl)(=[O:7])=[O:6].[CH2:9]([NH2:16])[C:10]1[CH:15]=[CH:14][CH:13]=[CH:12][CH:11]=1.C(N(CC)CC)C. The catalyst is C(Cl)Cl. The product is [CH2:9]([NH:16][S:5]([CH2:4][CH2:3][CH2:2][Cl:1])(=[O:7])=[O:6])[C:10]1[CH:15]=[CH:14][CH:13]=[CH:12][CH:11]=1. The yield is 0.860. (5) The reactants are C(OC([C@H:8]1[NH:13][C:12]([CH3:17])([C:14]([OH:16])=O)[CH2:11][C:10](=[O:18])[N:9]1[CH3:19])=O)(C)(C)C.C[N:21](C(ON1N=NC2C=CC=CC1=2)=[N+](C)C)C.[B-](F)(F)(F)F.C1C=CC2N(O)N=NC=2C=1.CCN(C(C)C)C(C)C.O[N:62]=[C:63]([NH2:74])[C:64]1[CH:69]=[CH:68][CH:67]=[C:66]([C:70]([F:73])([F:72])[F:71])[CH:65]=1.CCCC[N+](CCCC)(CCCC)CCCC.[F-]. The catalyst is CN(C=O)C.CCOC(C)=O. The product is [NH:21]=[C:8]1[N:9]([CH3:19])[C:10](=[O:18])[CH2:11][C@@:12]([CH3:17])([C:14]2[O:16][N:74]=[C:63]([C:64]3[CH:69]=[CH:68][CH:67]=[C:66]([C:70]([F:73])([F:72])[F:71])[CH:65]=3)[N:62]=2)[NH:13]1. The yield is 0.260.